From a dataset of Catalyst prediction with 721,799 reactions and 888 catalyst types from USPTO. Predict which catalyst facilitates the given reaction. (1) Reactant: [CH2:1]([O:3][CH:4]([O:18][CH2:19][CH3:20])[CH2:5]/[N:6]=[CH:7]/[C:8]1[CH:13]=[CH:12][CH:11]=[C:10]([O:14][CH3:15])[C:9]=1[O:16][CH3:17])[CH3:2].[BH4-].[Na+]. Product: [CH3:17][O:16][C:9]1[C:10]([O:14][CH3:15])=[CH:11][CH:12]=[CH:13][C:8]=1[CH2:7][NH:6][CH2:5][CH:4]([O:3][CH2:1][CH3:2])[O:18][CH2:19][CH3:20]. The catalyst class is: 14. (2) Reactant: [CH3:1][N:2]([CH3:36])[C:3]1[CH:4]=[C:5]([C:9](=[N:16][O:17][CH2:18][C:19]2[N:24]=[C:23]([N:25]3C(=O)C4C(=CC=CC=4)C3=O)[CH:22]=[CH:21][CH:20]=2)[C:10]2[N:14]([CH3:15])[N:13]=[N:12][N:11]=2)[CH:6]=[CH:7][CH:8]=1.O.NN. Product: [CH3:1][N:2]([CH3:36])[C:3]1[CH:4]=[C:5]([C:9](=[N:16][O:17][CH2:18][C:19]2[N:24]=[C:23]([NH2:25])[CH:22]=[CH:21][CH:20]=2)[C:10]2[N:14]([CH3:15])[N:13]=[N:12][N:11]=2)[CH:6]=[CH:7][CH:8]=1. The catalyst class is: 1. (3) Reactant: [NH2:1][CH2:2][CH2:3][CH2:4][CH2:5][CH2:6][CH2:7][CH2:8][CH2:9][CH2:10][N:11]1[CH2:16][CH2:15][CH:14]([O:17][C:18](=[O:32])[NH:19][C:20]2[CH:25]=[CH:24][CH:23]=[CH:22][C:21]=2[C:26]2[CH:31]=[CH:30][CH:29]=[CH:28][CH:27]=2)[CH2:13][CH2:12]1.[F:33][C:34]1[C:41]([OH:42])=[CH:40][CH:39]=[CH:38][C:35]=1[CH:36]=O.C(O)(=O)C.S([O-])([O-])(=O)=O.[Na+].[Na+].C(O[BH-](OC(=O)C)OC(=O)C)(=O)C.[Na+]. Product: [NH3:1].[F:33][C:34]1[C:41]([OH:42])=[CH:40][CH:39]=[CH:38][C:35]=1[CH2:36][NH:1][CH2:2][CH2:3][CH2:4][CH2:5][CH2:6][CH2:7][CH2:8][CH2:9][CH2:10][N:11]1[CH2:16][CH2:15][CH:14]([O:17][C:18](=[O:32])[NH:19][C:20]2[CH:25]=[CH:24][CH:23]=[CH:22][C:21]=2[C:26]2[CH:31]=[CH:30][CH:29]=[CH:28][CH:27]=2)[CH2:13][CH2:12]1. The catalyst class is: 40. (4) Reactant: [Cl:1][CH2:2][C:3](Cl)=O.[O:6]1[CH2:11][CH2:10][CH:9]([CH2:12][NH:13][C:14]2[C:23]3[C:18](=[CH:19][CH:20]=[CH:21][CH:22]=3)[N:17]=[CH:16][C:15]=2[NH2:24])[CH2:8][CH2:7]1. Product: [Cl:1][CH2:2][C:3]1[N:13]([CH2:12][CH:9]2[CH2:8][CH2:7][O:6][CH2:11][CH2:10]2)[C:14]2[C:23]3[CH:22]=[CH:21][CH:20]=[CH:19][C:18]=3[N:17]=[CH:16][C:15]=2[N:24]=1. The catalyst class is: 4. (5) Reactant: [F:1][C:2]1[CH:7]=[CH:6][C:5]([C@@H:8]([OH:43])[CH2:9][CH2:10][C@@H:11]2[C@@H:14]([C:15]3[CH:20]=[CH:19][C:18]([C:21]4[CH:26]=[CH:25][CH:24]=[C:23]([B:27]5[O:31]C(C)(C)C(C)(C)[O:28]5)[CH:22]=4)=[CH:17][CH:16]=3)[N:13]([C:36]3[CH:41]=[CH:40][CH:39]=[CH:38][CH:37]=3)[C:12]2=[O:42])=[CH:4][CH:3]=1.O.C(=O)([O-])[O-].[Na+].[Na+].Cl. The catalyst class is: 8. Product: [F:1][C:2]1[CH:7]=[CH:6][C:5]([C@@H:8]([OH:43])[CH2:9][CH2:10][C@H:11]2[C:12](=[O:42])[N:13]([C:36]3[CH:37]=[CH:38][CH:39]=[CH:40][CH:41]=3)[C@@H:14]2[C:15]2[CH:20]=[CH:19][C:18]([C:21]3[CH:26]=[CH:25][CH:24]=[C:23]([B:27]([OH:28])[OH:31])[CH:22]=3)=[CH:17][CH:16]=2)=[CH:4][CH:3]=1.